This data is from Reaction yield outcomes from USPTO patents with 853,638 reactions. The task is: Predict the reaction yield, written as a fraction of the theoretical maximum amount of product (1.0 means a 100% yield; for example, 0.34 means a 34% yield). (1) The reactants are [OH:1][CH:2]1[CH2:7][CH2:6][N:5]([C:8]([O:10][C:11]([CH3:14])([CH3:13])[CH3:12])=[O:9])[CH2:4][CH2:3]1.C1(P(C2C=CC=CC=2)C2C=CC=CC=2)C=CC=CC=1.O[N:35]1[C:43](=[O:44])[C:42]2[C:37](=[CH:38][CH:39]=[CH:40][CH:41]=2)[C:36]1=[O:45].N(/C(OC(C)C)=O)=N\C(OC(C)C)=O. No catalyst specified. The product is [O:45]=[C:36]1[C:37]2[C:42](=[CH:41][CH:40]=[CH:39][CH:38]=2)[C:43](=[O:44])[N:35]1[O:1][CH:2]1[CH2:3][CH2:4][N:5]([C:8]([O:10][C:11]([CH3:14])([CH3:13])[CH3:12])=[O:9])[CH2:6][CH2:7]1. The yield is 0.590. (2) The reactants are C(OC(=O)[NH:7][CH:8]1[CH2:13][CH2:12][N:11]([CH2:14][CH2:15][N:16]2[C:21]3[CH:22]=[C:23]([O:26][C:27]([F:30])([F:29])[F:28])[CH:24]=[CH:25][C:20]=3[O:19][CH2:18][C:17]2=[O:31])[CH2:10][CH2:9]1)(C)(C)C.NC1CCN(CCN2C3C(=CC=C(C#N)C=3)C=CC2=O)CC1. No catalyst specified. The product is [NH2:7][CH:8]1[CH2:9][CH2:10][N:11]([CH2:14][CH2:15][N:16]2[C:21]3[CH:22]=[C:23]([O:26][C:27]([F:30])([F:29])[F:28])[CH:24]=[CH:25][C:20]=3[O:19][CH2:18][C:17]2=[O:31])[CH2:12][CH2:13]1. The yield is 1.00. (3) The catalyst is CO. The reactants are Cl.[CH3:2][C:3]1[C:7]([CH:8]([C:21]2[O:22][C:23]3[CH:29]=[CH:28][C:27]([CH2:30][C:31]([NH:33][CH:34]([C:41]4[CH:46]=[CH:45][C:44]([CH3:47])=[CH:43][C:42]=4[CH3:48])[C:35]4[CH:40]=[CH:39][CH:38]=[CH:37][CH:36]=4)=[O:32])=[CH:26][C:24]=3[CH:25]=2)[N:9]2[CH2:12][CH:11]([NH:13]C(=O)OC(C)(C)C)[CH2:10]2)=[C:6]([CH3:49])[O:5][N:4]=1. The product is [NH2:13][CH:11]1[CH2:10][N:9]([CH:8]([C:7]2[C:3]([CH3:2])=[N:4][O:5][C:6]=2[CH3:49])[C:21]2[O:22][C:23]3[CH:29]=[CH:28][C:27]([CH2:30][C:31]([NH:33][CH:34]([C:41]4[CH:46]=[CH:45][C:44]([CH3:47])=[CH:43][C:42]=4[CH3:48])[C:35]4[CH:36]=[CH:37][CH:38]=[CH:39][CH:40]=4)=[O:32])=[CH:26][C:24]=3[CH:25]=2)[CH2:12]1. The yield is 0.0900. (4) The reactants are [BH4-].[Na+].CO.[CH3:5][O:6][C:7](=[O:32])[CH2:8][CH2:9][CH2:10][CH2:11][CH2:12][CH2:13][N:14]1[C@@H:19](/[CH:20]=[CH:21]/[C:22](=[O:30])[CH2:23][C:24]2[CH:29]=[CH:28][CH:27]=[CH:26][CH:25]=2)[CH2:18][CH2:17][CH2:16][C:15]1=[O:31]. The catalyst is C(Cl)Cl. The product is [CH3:5][O:6][C:7](=[O:32])[CH2:8][CH2:9][CH2:10][CH2:11][CH2:12][CH2:13][N:14]1[C:15](=[O:31])[CH2:16][CH2:17][CH2:18][C@@H:19]1/[CH:20]=[CH:21]/[CH:22]([OH:30])[CH2:23][C:24]1[CH:29]=[CH:28][CH:27]=[CH:26][CH:25]=1. The yield is 0.550. (5) The catalyst is C1COCC1. The product is [CH3:7][O:8][C:9]1[CH:16]=[CH:15][C:12]([CH:13]([OH:14])[C:5]#[C:4][C:2]([CH3:3])([OH:6])[CH3:1])=[CH:11][CH:10]=1. The yield is 0.780. The reactants are [CH3:1][C:2]([OH:6])([C:4]#[CH:5])[CH3:3].[CH3:7][O:8][C:9]1[CH:16]=[CH:15][C:12]([CH:13]=[O:14])=[CH:11][CH:10]=1. (6) The reactants are C([O:3][C:4]([C:6]1[C:7]([CH:24]([F:26])[F:25])=[N:8][N:9]([C:18]2[CH:23]=[CH:22][CH:21]=[CH:20][CH:19]=2)[C:10]=1[C:11]([F:17])([F:16])[C:12]([F:15])([F:14])[F:13])=[O:5])C.[OH-].[Na+]. The catalyst is C(O)C. The product is [C:18]1([N:9]2[C:10]([C:11]([F:16])([F:17])[C:12]([F:13])([F:14])[F:15])=[C:6]([C:4]([OH:5])=[O:3])[C:7]([CH:24]([F:25])[F:26])=[N:8]2)[CH:23]=[CH:22][CH:21]=[CH:20][CH:19]=1. The yield is 0.980. (7) The reactants are [F:1][C@H:2]1[CH2:6][N:5](C(OC(C)(C)C)=O)[C@H:4]([C:14](=[O:36])[NH:15][CH2:16][C:17]2[C:22]([F:23])=[CH:21][N:20]=[C:19]([C:24]3[CH:29]=[CH:28][C:27]([S:30]([F:35])([F:34])([F:33])([F:32])[F:31])=[CH:26][CH:25]=3)[CH:18]=2)[CH2:3]1.Cl.[F:38][C:39]1[CH:44]=[CH:43][C:42]([S:45](Cl)(=[O:47])=[O:46])=[CH:41][CH:40]=1.C(N(CC)CC)C. The catalyst is ClCCl.O1CCOCC1.O. The product is [F:1][C@H:2]1[CH2:6][N:5]([S:45]([C:42]2[CH:43]=[CH:44][C:39]([F:38])=[CH:40][CH:41]=2)(=[O:47])=[O:46])[C@H:4]([C:14]([NH:15][CH2:16][C:17]2[C:22]([F:23])=[CH:21][N:20]=[C:19]([C:24]3[CH:25]=[CH:26][C:27]([S:30]([F:31])([F:32])([F:35])([F:33])[F:34])=[CH:28][CH:29]=3)[CH:18]=2)=[O:36])[CH2:3]1. The yield is 0.770. (8) The catalyst is O1CCOCC1. The product is [O:17]1[CH:18]=[CH:19][CH:20]=[C:16]1[C:14]1[N:15]=[C:11]([NH:10][C:8]([C:5]2[CH:6]=[CH:7][C:2]([NH:30][CH2:29][CH2:27][OH:28])=[N:3][CH:4]=2)=[O:9])[S:12][C:13]=1[N:21]1[CH2:26][CH2:25][O:24][CH2:23][CH2:22]1. The yield is 0.590. The reactants are Cl[C:2]1[CH:7]=[CH:6][C:5]([C:8]([NH:10][C:11]2[S:12][C:13]([N:21]3[CH2:26][CH2:25][O:24][CH2:23][CH2:22]3)=[C:14]([C:16]3[O:17][CH:18]=[CH:19][CH:20]=3)[N:15]=2)=[O:9])=[CH:4][N:3]=1.[CH2:27]([CH2:29][NH2:30])[OH:28].